Dataset: Full USPTO retrosynthesis dataset with 1.9M reactions from patents (1976-2016). Task: Predict the reactants needed to synthesize the given product. (1) Given the product [CH3:31][S:32]([O:1][CH:2]1[CH2:5][N:4]([C:6]2[S:7][CH:8]=[C:9]([C:11]([N:13]3[CH2:14][CH:15]([NH:17][C:18]([O:20][CH2:21][C:22]4[CH:27]=[CH:26][C:25]([N+:28]([O-:30])=[O:29])=[CH:24][CH:23]=4)=[O:19])[CH2:16]3)=[O:12])[N:10]=2)[CH2:3]1)(=[O:34])=[O:33], predict the reactants needed to synthesize it. The reactants are: [OH:1][CH:2]1[CH2:5][N:4]([C:6]2[S:7][CH:8]=[C:9]([C:11]([N:13]3[CH2:16][CH:15]([NH:17][C:18]([O:20][CH2:21][C:22]4[CH:27]=[CH:26][C:25]([N+:28]([O-:30])=[O:29])=[CH:24][CH:23]=4)=[O:19])[CH2:14]3)=[O:12])[N:10]=2)[CH2:3]1.[CH3:31][S:32](Cl)(=[O:34])=[O:33].C(N(CC)CC)C. (2) Given the product [F:11][C:8]1[CH:9]=[CH:10][C:5]([C:3](=[O:4])[CH2:2][C:12]#[N:13])=[CH:6][CH:7]=1, predict the reactants needed to synthesize it. The reactants are: Br[CH2:2][C:3]([C:5]1[CH:10]=[CH:9][C:8]([F:11])=[CH:7][CH:6]=1)=[O:4].[C-:12]#[N:13].[K+].Cl. (3) Given the product [C:18]1([C:2]2[CH:3]=[CH:4][C:5]3[NH:11][C:10]4[CH:12]=[CH:13][CH:14]=[CH:15][C:9]=4[C:8]([N:33]4[CH2:38][CH2:37][NH:36][CH2:35][CH2:34]4)=[N:7][C:6]=3[CH:17]=2)[CH:23]=[CH:22][CH:21]=[CH:20][CH:19]=1, predict the reactants needed to synthesize it. The reactants are: Br[C:2]1[CH:3]=[CH:4][C:5]2[NH:11][C:10]3[CH:12]=[CH:13][CH:14]=[CH:15][C:9]=3[C:8](=O)[NH:7][C:6]=2[CH:17]=1.[C:18]1(B(O)O)[CH:23]=[CH:22][CH:21]=[CH:20][CH:19]=1.C([O-])([O-])=O.[K+].[K+].[NH:33]1[CH2:38][CH2:37][NH:36][CH2:35][CH2:34]1.Cl. (4) Given the product [CH3:10][O:11][C:12]([C:14]1[CH:19]=[CH:18][N:17]=[C:16]([O:9][C:3]2[CH:8]=[CH:7][CH:6]=[CH:5][CH:4]=2)[N:15]=1)=[O:13], predict the reactants needed to synthesize it. The reactants are: [H-].[Na+].[C:3]1([OH:9])[CH:8]=[CH:7][CH:6]=[CH:5][CH:4]=1.[CH3:10][O:11][C:12]([C:14]1[CH:19]=[CH:18][N:17]=[C:16](S(C)(=O)=O)[N:15]=1)=[O:13]. (5) Given the product [NH2:25][C:10]1[N:11]=[CH:12][C:7]2[CH:6]=[C:5]([O:4][C:3]3[CH:21]=[CH:22][CH:23]=[CH:24][C:2]=3[F:1])[C:18](=[O:19])[N:17]([CH3:20])[C:8]=2[N:9]=1, predict the reactants needed to synthesize it. The reactants are: [F:1][C:2]1[CH:24]=[CH:23][CH:22]=[CH:21][C:3]=1[O:4][C:5]1[C:18](=[O:19])[N:17]([CH3:20])[C:8]2[N:9]=[C:10](S(C)(=O)=O)[N:11]=[CH:12][C:7]=2[CH:6]=1.[NH3:25]. (6) Given the product [ClH:33].[ClH:33].[Cl:33][C:31]1[CH:32]=[C:27]([C:4]2[CH:5]=[C:6]([NH:7][C:8](=[O:26])[C@@H:9]([NH:17][CH2:18][C:19]([OH:21])=[O:20])[CH2:10][C:11]3[CH:16]=[CH:15][CH:14]=[CH:13][CH:12]=3)[N:2]([CH3:1])[N:3]=2)[CH:28]=[CH:29][N:30]=1, predict the reactants needed to synthesize it. The reactants are: [CH3:1][N:2]1[C:6]([NH:7][C:8](=[O:26])[C@@H:9]([NH:17][CH2:18][C:19]([O:21]C(C)(C)C)=[O:20])[CH2:10][C:11]2[CH:16]=[CH:15][CH:14]=[CH:13][CH:12]=2)=[CH:5][C:4]([C:27]2[CH:32]=[CH:31][N:30]=[CH:29][CH:28]=2)=[N:3]1.[ClH:33]. (7) Given the product [O:4]=[C:2]([CH2:16][C:15](=[O:17])[C:18]1[CH:23]=[CH:22][CH:21]=[CH:20][CH:19]=1)[C:1]([OH:8])=[O:7], predict the reactants needed to synthesize it. The reactants are: [C:1]([O:8]CC)(=[O:7])[C:2]([O:4]CC)=O.[O-]CC.[Na+].[C:15]([C:18]1[CH:23]=[CH:22][CH:21]=[CH:20][CH:19]=1)(=[O:17])[CH3:16].